Dataset: Drug-target binding data from BindingDB using IC50 measurements. Task: Regression. Given a target protein amino acid sequence and a drug SMILES string, predict the binding affinity score between them. We predict pIC50 (pIC50 = -log10(IC50 in M); higher means more potent). Dataset: bindingdb_ic50. The drug is O=C(Nc1ccc(OC(F)(F)F)cc1)N1CCC2(CCN(C(=O)c3c(F)cccc3F)CC2)C1. The target protein (P80299) has sequence MALRVAAFDLDGVLALPSIAGVLRHTEEALALPRDFLLGAFQMKFPEGPTEQLMKGKITFSQWVPLMDESCRKSSKACGASLPENFSISEIFSQAMAARSINRPMLQAAAALKKKGFTTCIVTNNWLDDSDKRDILAQMMCELSQHFDFLIESCQVGMIKPEPQIYKFVLDTLKAKPNEVVFLDDFGSNLKPARDMGMVTILVRDTASALRELEKVTGTQFPEAPLPVPCSPNDVSHGYVTVKPGIRLHFVEMGSGPAICLCHGFPESWFSWRYQIPALAQAGFRVLAIDMKGYGDSSSPPEIEEYAMELLCEEMVTFLNKLGIPQAVFIGHDWAGVLVWNMALFHPERVRAVASLNTPLMPPNPEVSPMEVIRSIPVFNYQLYFQEPGVAEAELEKNMSRTFKSFFRTSDDMGLLTVNKATEMGGILVGTPEDPKVSKITTEEEIEYYIQQFKKSGFRGPLNWYRNTERNWKWSCKALGRKILVPALMVTAEKDIVLRP.... The pIC50 is 8.3.